Dataset: Reaction yield outcomes from USPTO patents with 853,638 reactions. Task: Predict the reaction yield, written as a fraction of the theoretical maximum amount of product (1.0 means a 100% yield; for example, 0.34 means a 34% yield). (1) The reactants are [C:1]([N:4]1[C:13]2[C:8](=[CH:9][CH:10]=[CH:11][CH:12]=2)[C:7](=[CH:14]OC)[C:6](=[O:17])[N:5]1[C:18](=[O:20])[CH3:19])(=[O:3])[CH3:2].Cl.[NH2:22][CH2:23][C:24]1[CH:25]=[CH:26][C:27]([O:31][CH3:32])=[C:28]([OH:30])[CH:29]=1.C(N(CC)CC)C. The yield is 0.540. The catalyst is O1CCCC1.CN(C)C=O. The product is [C:1]([N:4]1[C:13]2[C:8](=[CH:9][CH:10]=[CH:11][CH:12]=2)/[C:7](=[CH:14]/[NH:22][CH2:23][C:24]2[CH:25]=[CH:26][C:27]([O:31][CH3:32])=[C:28]([OH:30])[CH:29]=2)/[C:6](=[O:17])[N:5]1[C:18](=[O:20])[CH3:19])(=[O:3])[CH3:2]. (2) The reactants are CO[C:3](=[O:30])[C:4]1[CH:9]=[CH:8][CH:7]=[CH:6][C:5]=1[C:10]1[N:14]([C:15]([CH3:18])([CH3:17])[CH3:16])[C:13]2[CH:19]=[CH:20][C:21]([C:23]3[CH:24]=[N:25][C:26]([NH2:29])=[N:27][CH:28]=3)=[CH:22][C:12]=2[N:11]=1.[NH2:31][NH2:32]. The catalyst is CCO. The product is [NH2:29][C:26]1[N:25]=[CH:24][C:23]([C:21]2[CH:20]=[CH:19][C:13]3[N:14]([C:15]([CH3:17])([CH3:18])[CH3:16])[C:10]([C:5]4[CH:6]=[CH:7][CH:8]=[CH:9][C:4]=4[C:3]([NH:31][NH2:32])=[O:30])=[N:11][C:12]=3[CH:22]=2)=[CH:28][N:27]=1. The yield is 0.510. (3) The reactants are [O:1]=[S:2]1(=[O:36])[C:8]2[CH:9]=[C:10]([O:17][CH2:18][C:19]([O:21]CC)=[O:20])[C:11]([S:13]([CH3:16])(=[O:15])=[O:14])=[CH:12][C:7]=2[N:6]([C:24]2[CH:29]=[CH:28][CH:27]=[CH:26][CH:25]=2)[CH2:5][C:4]([CH2:32][CH2:33][CH2:34][CH3:35])([CH2:30][CH3:31])[CH2:3]1.C1COCC1.[Li+].[OH-]. The catalyst is C(Cl)Cl.O.C(O)(=O)C. The product is [O:36]=[S:2]1(=[O:1])[C:8]2[CH:9]=[C:10]([O:17][CH2:18][C:19]([OH:21])=[O:20])[C:11]([S:13]([CH3:16])(=[O:14])=[O:15])=[CH:12][C:7]=2[N:6]([C:24]2[CH:29]=[CH:28][CH:27]=[CH:26][CH:25]=2)[CH2:5][C:4]([CH2:32][CH2:33][CH2:34][CH3:35])([CH2:30][CH3:31])[CH2:3]1. The yield is 0.910. (4) The reactants are Br[C:2]1[C:9]([CH3:10])=[CH:8][C:7]([CH3:11])=[C:6]([CH3:12])[C:3]=1[CH:4]=[O:5].[CH:13](/B(O)O)=[CH:14]\C.[C:19](=O)([O-])[O-].[K+].[K+]. The catalyst is COCCOC.O. The product is [CH3:19][C:2]1[C:9]([CH3:10])=[CH:8][C:7]([CH3:11])=[C:6](/[CH:12]=[CH:13]/[CH3:14])[C:3]=1[CH:4]=[O:5]. The yield is 0.810. (5) The reactants are [NH2:1][C:2]1[N:7]=[CH:6][N:5]=[C:4]2[N:8]([CH:12]([C:14]3[CH:21]=[C:20]([Cl:22])[C:17]([C:18]#[N:19])=[C:16]([CH:23]4[CH2:26][NH:25][CH2:24]4)[C:15]=3[O:27][CH3:28])[CH3:13])[N:9]=[C:10]([CH3:11])[C:3]=12.C(N(CC)CC)C.Br[CH2:37][CH2:38][OH:39]. The catalyst is O1CCCC1. The product is [NH2:1][C:2]1[N:7]=[CH:6][N:5]=[C:4]2[N:8]([CH:12]([C:14]3[CH:21]=[C:20]([Cl:22])[C:17]([C:18]#[N:19])=[C:16]([CH:23]4[CH2:24][N:25]([CH2:37][CH2:38][OH:39])[CH2:26]4)[C:15]=3[O:27][CH3:28])[CH3:13])[N:9]=[C:10]([CH3:11])[C:3]=12. The yield is 0.310. (6) The reactants are C(OC(Cl)=O)C(C)C.CN1CCOCC1.[CH2:16]([O:18][C:19]([C@@H:21]1[CH2:23][C@H:22]1[C:24](O)=[O:25])=[O:20])[CH3:17].[BH4-].[Na+]. The product is [CH2:16]([O:18][C:19]([C@@H:21]1[CH2:23][C@H:22]1[CH2:24][OH:25])=[O:20])[CH3:17]. The catalyst is O1CCCC1.O. The yield is 0.491. (7) The reactants are [C:1]([O:5][CH2:6][CH2:7][CH2:8][CH3:9])(=[O:4])[CH:2]=[CH2:3].[CH:10]([Si:13]([CH:22]([CH3:24])[CH3:23])([CH:19]([CH3:21])[CH3:20])[N:14]1[CH:18]=[CH:17][CH:16]=[CH:15]1)([CH3:12])[CH3:11].C(OOC(C)(C)C)(=O)C1C=CC=CC=1. The catalyst is C(O)(=O)C.O1CCOCC1.CS(C)=O.C(OCC)C.O.C([O-])(=O)C.[Pd+2].C([O-])(=O)C. The product is [CH:22]([Si:13]([CH:10]([CH3:12])[CH3:11])([CH:19]([CH3:21])[CH3:20])[N:14]1[CH:18]=[CH:17][C:16](/[CH:3]=[CH:2]/[C:1]([O:5][CH2:6][CH2:7][CH2:8][CH3:9])=[O:4])=[CH:15]1)([CH3:24])[CH3:23]. The yield is 0.670. (8) The reactants are C([NH:5][S:6]([C:9]1[CH:14]=[CH:13][CH:12]=[C:11]([C:15]2[CH:20]=[C:19]([C:21]3[N:26]=[C:25]([CH3:27])[CH:24]=[C:23]([C:28]4[CH:33]=[CH:32][C:31]([C:34]([F:37])([F:36])[F:35])=[CH:30][CH:29]=4)[N:22]=3)[CH:18]=[CH:17][N:16]=2)[CH:10]=1)(=[O:8])=[O:7])(C)(C)C.C(O)(C(F)(F)F)=O. The catalyst is ClCCl. The product is [CH3:27][C:25]1[CH:24]=[C:23]([C:28]2[CH:33]=[CH:32][C:31]([C:34]([F:37])([F:35])[F:36])=[CH:30][CH:29]=2)[N:22]=[C:21]([C:19]2[CH:18]=[CH:17][N:16]=[C:15]([C:11]3[CH:10]=[C:9]([S:6]([NH2:5])(=[O:8])=[O:7])[CH:14]=[CH:13][CH:12]=3)[CH:20]=2)[N:26]=1. The yield is 0.210. (9) The reactants are [CH2:1]([O:3][C:4](=[O:13])[C:5]1[CH:10]=[C:9]([CH3:11])[C:8](O)=[N:7][CH:6]=1)[CH3:2].O=P(Cl)(Cl)[Cl:16]. The yield is 0.850. No catalyst specified. The product is [CH2:1]([O:3][C:4](=[O:13])[C:5]1[CH:10]=[C:9]([CH3:11])[C:8]([Cl:16])=[N:7][CH:6]=1)[CH3:2].